This data is from Forward reaction prediction with 1.9M reactions from USPTO patents (1976-2016). The task is: Predict the product of the given reaction. (1) Given the reactants Br[C:2]1[N:7]=[C:6]([CH2:8][NH:9][C:10](=[O:35])[C:11]2[CH:16]=[CH:15][C:14]([C:17]3[CH:22]=[CH:21][CH:20]=[CH:19][C:18]=3[C:23]#[N:24])=[N:13][C:12]=2[NH:25][CH2:26][CH2:27][C:28]2[CH:33]=[CH:32][CH:31]=[C:30]([F:34])[CH:29]=2)[CH:5]=[CH:4][CH:3]=1.[CH2:36]([NH2:40])[CH2:37][CH2:38][NH2:39], predict the reaction product. The product is: [NH2:39][CH2:38][CH2:37][CH2:36][NH:40][C:2]1[N:7]=[C:6]([CH2:8][NH:9][C:10](=[O:35])[C:11]2[CH:16]=[CH:15][C:14]([C:17]3[CH:22]=[CH:21][CH:20]=[CH:19][C:18]=3[C:23]#[N:24])=[N:13][C:12]=2[NH:25][CH2:26][CH2:27][C:28]2[CH:33]=[CH:32][CH:31]=[C:30]([F:34])[CH:29]=2)[CH:5]=[CH:4][CH:3]=1. (2) Given the reactants [NH2:1][C:2]1[CH:3]=[CH:4][C:5]([C:8]2[CH:16]=[C:15]3[C:11]([CH2:12][N:13]([C@@H:18]([CH:23]([CH3:25])[CH3:24])[C:19]([O:21][CH3:22])=[O:20])[C:14]3=[O:17])=[CH:10][CH:9]=2)=[N:6][CH:7]=1.[CH3:26][C:27]1[O:31][C:30]([C:32]2[CH:37]=[CH:36][CH:35]=[CH:34][CH:33]=2)=[N:29][C:28]=1[C:38](O)=[O:39], predict the reaction product. The product is: [CH3:24][CH:23]([CH3:25])[C@H:18]([N:13]1[CH2:12][C:11]2[C:15](=[CH:16][C:8]([C:5]3[CH:4]=[CH:3][C:2]([NH:1][C:38]([C:28]4[N:29]=[C:30]([C:32]5[CH:37]=[CH:36][CH:35]=[CH:34][CH:33]=5)[O:31][C:27]=4[CH3:26])=[O:39])=[CH:7][N:6]=3)=[CH:9][CH:10]=2)[C:14]1=[O:17])[C:19]([O:21][CH3:22])=[O:20].